This data is from Full USPTO retrosynthesis dataset with 1.9M reactions from patents (1976-2016). The task is: Predict the reactants needed to synthesize the given product. (1) Given the product [Cl:22][C:19]1[CH:18]=[CH:17][C:16]([CH2:15][O:14][C:11]2[CH:12]=[CH:13][N:8]([C:5]3[CH:6]=[CH:7][C:2]4[N:1]=[C:54]([CH:52]5[CH2:53][CH:51]5[F:50])[N:24]([CH3:25])[C:3]=4[CH:4]=3)[C:9](=[O:23])[CH:10]=2)=[CH:21][CH:20]=1, predict the reactants needed to synthesize it. The reactants are: [NH2:1][C:2]1[CH:7]=[CH:6][C:5]([N:8]2[CH:13]=[CH:12][C:11]([O:14][CH2:15][C:16]3[CH:21]=[CH:20][C:19]([Cl:22])=[CH:18][CH:17]=3)=[CH:10][C:9]2=[O:23])=[CH:4][C:3]=1[NH:24][CH3:25].CN(C(ON1N=NC2C=CC=NC1=2)=[N+](C)C)C.F[P-](F)(F)(F)(F)F.[F:50][C@H:51]1[CH2:53][C@H:52]1[C:54](O)=O.C(N(CC)C(C)C)(C)C.[Cl-].[Cl-].[Ca+2]. (2) Given the product [Cl:21][CH2:20][CH2:19][N:13]1[CH2:14][CH2:15][N:10]([C:5]2[CH:6]=[CH:7][CH:8]=[CH:9][C:4]=2[O:3][CH3:2])[CH2:11][CH2:12]1, predict the reactants needed to synthesize it. The reactants are: Cl.[CH3:2][O:3][C:4]1[CH:9]=[CH:8][CH:7]=[CH:6][C:5]=1[N:10]1[CH2:15][CH2:14][NH:13][CH2:12][CH2:11]1.[OH-].[Na+].Br[CH2:19][CH2:20][Cl:21].C(OCC)(=O)C.ClCCl. (3) Given the product [O:12]=[S:11]1(=[O:13])[N:10]([C:3]2[C:4]([Cl:9])=[CH:5][C:6]([Cl:8])=[CH:7][C:2]=2[Cl:1])[CH2:26][C:21]2([CH2:23][CH2:22]2)[CH2:24][N:14]1[CH2:15][C:16]([O:18][CH2:19][CH3:20])=[O:17], predict the reactants needed to synthesize it. The reactants are: [Cl:1][C:2]1[CH:7]=[C:6]([Cl:8])[CH:5]=[C:4]([Cl:9])[C:3]=1[NH:10][S:11]([NH:14][CH2:15][C:16]([O:18][CH2:19][CH3:20])=[O:17])(=[O:13])=[O:12].[C:21]1([CH2:26]O)([CH2:24]O)[CH2:23][CH2:22]1.C1(P(C2C=CC=CC=2)C2C=CC=CC=2)C=CC=CC=1.CC(OC(/N=N/C(OC(C)C)=O)=O)C. (4) Given the product [F:1][C:2]1[CH:19]=[CH:18][C:5]([CH2:6][C:7]2[C:16]3[C:11](=[CH:12][CH:13]=[CH:14][CH:15]=3)[C:10](=[O:17])[NH:9][N:8]=2)=[CH:4][C:3]=1[C:20]([N:22]1[CH2:23][CH2:24][CH:25]([O:28][C:32]2[C:37]([CH3:38])=[CH:36][CH:35]=[CH:34][N:33]=2)[CH2:26][CH2:27]1)=[O:21], predict the reactants needed to synthesize it. The reactants are: [F:1][C:2]1[CH:19]=[CH:18][C:5]([CH2:6][C:7]2[C:16]3[C:11](=[CH:12][CH:13]=[CH:14][CH:15]=3)[C:10](=[O:17])[NH:9][N:8]=2)=[CH:4][C:3]=1[C:20]([N:22]1[CH2:27][CH2:26][CH:25]([OH:28])[CH2:24][CH2:23]1)=[O:21].[H-].[Na+].F[C:32]1[C:37]([CH3:38])=[CH:36][CH:35]=[CH:34][N:33]=1.